This data is from NCI-60 drug combinations with 297,098 pairs across 59 cell lines. The task is: Regression. Given two drug SMILES strings and cell line genomic features, predict the synergy score measuring deviation from expected non-interaction effect. (1) Drug 1: CCC1=CC2CC(C3=C(CN(C2)C1)C4=CC=CC=C4N3)(C5=C(C=C6C(=C5)C78CCN9C7C(C=CC9)(C(C(C8N6C)(C(=O)OC)O)OC(=O)C)CC)OC)C(=O)OC.C(C(C(=O)O)O)(C(=O)O)O. Drug 2: CN(C(=O)NC(C=O)C(C(C(CO)O)O)O)N=O. Cell line: HCT116. Synergy scores: CSS=33.7, Synergy_ZIP=3.53, Synergy_Bliss=-1.19, Synergy_Loewe=-8.21, Synergy_HSA=0.718. (2) Drug 1: CN1C(=O)N2C=NC(=C2N=N1)C(=O)N. Drug 2: COC1=C2C(=CC3=C1OC=C3)C=CC(=O)O2. Cell line: NCI-H460. Synergy scores: CSS=-0.565, Synergy_ZIP=0.408, Synergy_Bliss=-1.14, Synergy_Loewe=-0.971, Synergy_HSA=-2.84. (3) Drug 1: C1CCN(CC1)CCOC2=CC=C(C=C2)C(=O)C3=C(SC4=C3C=CC(=C4)O)C5=CC=C(C=C5)O. Drug 2: C1CC(C1)(C(=O)O)C(=O)O.[NH2-].[NH2-].[Pt+2]. Cell line: SNB-19. Synergy scores: CSS=21.7, Synergy_ZIP=0.979, Synergy_Bliss=2.42, Synergy_Loewe=0.214, Synergy_HSA=0.464. (4) Drug 1: C1=C(C(=O)NC(=O)N1)F. Drug 2: CC1=C(C=C(C=C1)NC(=O)C2=CC=C(C=C2)CN3CCN(CC3)C)NC4=NC=CC(=N4)C5=CN=CC=C5. Cell line: SNB-75. Synergy scores: CSS=22.2, Synergy_ZIP=-6.73, Synergy_Bliss=-0.868, Synergy_Loewe=-1.62, Synergy_HSA=-0.744. (5) Drug 1: CC1=CC=C(C=C1)C2=CC(=NN2C3=CC=C(C=C3)S(=O)(=O)N)C(F)(F)F. Drug 2: C1=CN(C=N1)CC(O)(P(=O)(O)O)P(=O)(O)O. Cell line: OVCAR-8. Synergy scores: CSS=-1.18, Synergy_ZIP=-0.753, Synergy_Bliss=-1.87, Synergy_Loewe=-1.26, Synergy_HSA=-1.42. (6) Drug 1: CCN(CC)CCCC(C)NC1=C2C=C(C=CC2=NC3=C1C=CC(=C3)Cl)OC. Drug 2: C(CCl)NC(=O)N(CCCl)N=O. Cell line: SK-MEL-2. Synergy scores: CSS=24.9, Synergy_ZIP=1.12, Synergy_Bliss=7.53, Synergy_Loewe=4.99, Synergy_HSA=9.43. (7) Drug 1: CS(=O)(=O)CCNCC1=CC=C(O1)C2=CC3=C(C=C2)N=CN=C3NC4=CC(=C(C=C4)OCC5=CC(=CC=C5)F)Cl. Drug 2: C(CCl)NC(=O)N(CCCl)N=O. Cell line: SNB-19. Synergy scores: CSS=-1.43, Synergy_ZIP=-3.11, Synergy_Bliss=-3.44, Synergy_Loewe=-9.26, Synergy_HSA=-7.59.